From a dataset of Full USPTO retrosynthesis dataset with 1.9M reactions from patents (1976-2016). Predict the reactants needed to synthesize the given product. (1) Given the product [OH:1][C:2]1[CH:7]=[C:6]([CH3:8])[N:5]([CH3:9])[C:4](=[O:10])[C:3]=1[C:11](=[O:27])[CH:12]=[CH:13][C:14]1[CH:19]=[CH:18][CH:17]=[C:16]([CH2:20][S:21]([CH2:22][C:23]([O:25][CH3:26])=[O:24])=[O:36])[CH:15]=1, predict the reactants needed to synthesize it. The reactants are: [OH:1][C:2]1[CH:7]=[C:6]([CH3:8])[N:5]([CH3:9])[C:4](=[O:10])[C:3]=1[C:11](=[O:27])[CH:12]=[CH:13][C:14]1[CH:19]=[CH:18][CH:17]=[C:16]([CH2:20][S:21][CH2:22][C:23]([O:25][CH3:26])=[O:24])[CH:15]=1.ClC1C=CC=C(C(OO)=[O:36])C=1. (2) Given the product [CH2:2]([O:9][NH:10][S:19]([C:16]1[CH:15]=[CH:14][C:13]([O:12][CH3:11])=[CH:18][CH:17]=1)(=[O:21])=[O:20])[C:3]1[CH:8]=[CH:7][CH:6]=[CH:5][CH:4]=1, predict the reactants needed to synthesize it. The reactants are: Cl.[CH2:2]([O:9][NH2:10])[C:3]1[CH:8]=[CH:7][CH:6]=[CH:5][CH:4]=1.[CH3:11][O:12][C:13]1[CH:18]=[CH:17][C:16]([S:19](Cl)(=[O:21])=[O:20])=[CH:15][CH:14]=1.C(N(C(C)C)CC)(C)C.S(Cl)(Cl)(=O)=O.